From a dataset of Forward reaction prediction with 1.9M reactions from USPTO patents (1976-2016). Predict the product of the given reaction. (1) Given the reactants [CH:1]1([NH:4][C:5](=[O:43])[NH:6][C:7]2[CH:41]=[CH:40][C:10]([O:11][C:12]3[CH:17]=[CH:16][N:15]=[C:14]4[CH:18]=[C:19]([C:21]5[CH:39]=[CH:38][C:24]([CH2:25][N:26]([CH2:34][CH2:35][O:36][CH3:37])C(=O)OC(C)(C)C)=[CH:23][CH:22]=5)[S:20][C:13]=34)=[C:9]([F:42])[CH:8]=2)[CH2:3][CH2:2]1.Cl.O1CCOCC1, predict the reaction product. The product is: [CH:1]1([NH:4][C:5]([NH:6][C:7]2[CH:41]=[CH:40][C:10]([O:11][C:12]3[CH:17]=[CH:16][N:15]=[C:14]4[CH:18]=[C:19]([C:21]5[CH:39]=[CH:38][C:24]([CH2:25][NH:26][CH2:34][CH2:35][O:36][CH3:37])=[CH:23][CH:22]=5)[S:20][C:13]=34)=[C:9]([F:42])[CH:8]=2)=[O:43])[CH2:3][CH2:2]1. (2) Given the reactants [F:1][C:2]1[C:3]([F:12])=[CH:4][C:5]2[S:9][C:8]([NH2:10])=[N:7][C:6]=2[CH:11]=1.[Br:13][C:14]1[CH:22]=[CH:21][C:17]([C:18](Cl)=[O:19])=[CH:16][CH:15]=1.Br[CH:24]([CH2:29][CH3:30])[C:25]([O:27]C)=[O:26].COC1C=CC2N=C(N)SC=2C=1.ClC1C=C(C=CC=1)C(Cl)=O.BrCC(OCC)=O, predict the reaction product. The product is: [Br:13][C:14]1[CH:22]=[CH:21][C:17]([C:18]([N:10]=[C:8]2[N:7]([CH:24]([CH2:29][CH3:30])[C:25]([OH:27])=[O:26])[C:6]3[CH:11]=[C:2]([F:1])[C:3]([F:12])=[CH:4][C:5]=3[S:9]2)=[O:19])=[CH:16][CH:15]=1. (3) Given the reactants C(OC([N:8]1[CH2:12][C@@H:11]([C:13]2[C:21]3[C:16](=[CH:17][CH:18]=[CH:19][CH:20]=3)[NH:15][CH:14]=2)[C@H:10]([C:22]2[C:32]3=[C:33]4[C:28](=[CH:29][CH:30]=[CH:31]3)[CH2:27][CH2:26][CH2:25][N:24]4[CH:23]=2)[CH2:9]1)=O)(C)(C)C.[ClH:34].O1CCOCC1, predict the reaction product. The product is: [ClH:34].[NH:15]1[C:16]2[C:21](=[CH:20][CH:19]=[CH:18][CH:17]=2)[C:13]([C@@H:11]2[CH2:12][NH:8][CH2:9][C@H:10]2[C:22]2[C:32]3=[C:33]4[C:28](=[CH:29][CH:30]=[CH:31]3)[CH2:27][CH2:26][CH2:25][N:24]4[CH:23]=2)=[CH:14]1. (4) Given the reactants N1C=CC=C(C)C=1.Cl.C(O)CCCCC.[CH:16](=[C:21]1[CH2:25][CH2:24][CH2:23][C:22]1=[O:26])[CH2:17][CH2:18][CH2:19][CH3:20].[OH-].[Na+], predict the reaction product. The product is: [CH2:16]([C:21]1[C:22](=[O:26])[CH2:23][CH2:24][CH:25]=1)[CH2:17][CH2:18][CH2:19][CH3:20]. (5) Given the reactants [OH:1][C:2]1[N:7]=[C:6]([CH:8]([C:15]2[S:16][C:17]([CH3:20])=[CH:18][N:19]=2)[CH2:9][C:10]([O:12][CH2:13][CH3:14])=[O:11])[CH:5]=[CH:4][CH:3]=1.[F:21][C:22]([F:35])([F:34])[S:23](O[S:23]([C:22]([F:35])([F:34])[F:21])(=[O:25])=[O:24])(=[O:25])=[O:24].CCN(C(C)C)C(C)C.O, predict the reaction product. The product is: [CH3:20][C:17]1[S:16][C:15]([CH:8]([C:6]2[CH:5]=[CH:4][CH:3]=[C:2]([O:1][S:23]([C:22]([F:35])([F:34])[F:21])(=[O:25])=[O:24])[N:7]=2)[CH2:9][C:10]([O:12][CH2:13][CH3:14])=[O:11])=[N:19][CH:18]=1. (6) Given the reactants F[C:2]1[C:7]([C:8]2[N:13]=[C:12]([CH3:14])[N:11]=[C:10]([NH2:15])[N:9]=2)=[CH:6][C:5]([O:16][CH2:17][CH2:18][O:19][CH3:20])=[CH:4][N:3]=1.[NH2:21][C:22]1[CH:23]=[C:24]([NH:29][S:30]([CH3:33])(=[O:32])=[O:31])[C:25]([Cl:28])=[N:26][CH:27]=1.C[Si]([N-][Si](C)(C)C)(C)C.[Na+].[NH4+].[Cl-], predict the reaction product. The product is: [NH2:15][C:10]1[N:11]=[C:12]([CH3:14])[N:13]=[C:8]([C:7]2[C:2]([NH:21][C:22]3[CH:23]=[C:24]([NH:29][S:30]([CH3:33])(=[O:32])=[O:31])[C:25]([Cl:28])=[N:26][CH:27]=3)=[N:3][CH:4]=[C:5]([O:16][CH2:17][CH2:18][O:19][CH3:20])[CH:6]=2)[N:9]=1.